Regression/Classification. Given a drug SMILES string, predict its absorption, distribution, metabolism, or excretion properties. Task type varies by dataset: regression for continuous measurements (e.g., permeability, clearance, half-life) or binary classification for categorical outcomes (e.g., BBB penetration, CYP inhibition). For this dataset (solubility_aqsoldb), we predict Y. From a dataset of Aqueous solubility values for 9,982 compounds from the AqSolDB database. (1) The compound is CCCCOc1ccccc1. The Y is -3.61 log mol/L. (2) The compound is O=S(=O)([O-])c1ccc(Nc2nc(Nc3ccc(/C=C/c4ccc(Nc5nc(Nc6ccc(S(=O)(=O)[O-])cc6)nc(N(CCO)CCO)n5)c(S(=O)(=O)[O-])c4)cc3S(=O)(=O)[O-])nc(N(CCO)CCO)n2)cc1.[Na+].[Na+].[Na+].[Na+]. The Y is -0.464 log mol/L. (3) The molecule is COC(=O)C1CCCN1C(=O)COC(=O)c1ccccc1. The Y is -2.08 log mol/L. (4) The drug is CCOC(=O)N1CCN(CN2CCN(C(=O)OCC)CC2)CC1. The Y is -0.844 log mol/L. (5) The molecule is CCCCCC1CC(=O)C=C(C)C1C(=O)OCC. The Y is -3.19 log mol/L. (6) The drug is COc1ccc2c(c1)N(CC(C)CN(C)C)c1ccccc1S2. The Y is -4.37 log mol/L. (7) The drug is CC(C)C(=O)C(C)C. The Y is -1.30 log mol/L. (8) The drug is COC(=O)c1c(Cl)nn(C)c1S(=O)(=O)NC(=O)Nc1nc(OC)cc(OC)n1. The Y is -4.46 log mol/L.